Dataset: Full USPTO retrosynthesis dataset with 1.9M reactions from patents (1976-2016). Task: Predict the reactants needed to synthesize the given product. (1) Given the product [O:9]1[C:5]2[CH:4]=[CH:3][C:2]([B:14]([OH:15])[OH:13])=[CH:10][C:6]=2[N:7]=[CH:8]1, predict the reactants needed to synthesize it. The reactants are: Cl[C:2]1[CH:3]=[CH:4][C:5]2[O:9][CH:8]=[N:7][C:6]=2[CH:10]=1.CC1(C)C(C)(C)[O:15][B:14](B2OC(C)(C)C(C)(C)O2)[O:13]1.C([O-])(=O)C.[K+].C(C1C=CC=C(C(C)C)C=1Cl=C1N=CC=N1)(C)C. (2) Given the product [CH2:40]([O:39][C:38]([NH:37][CH:34]1[C:3]2[C:2](=[CH:12][CH:11]=[C:5]([C:6]([O:8][CH2:9][CH3:10])=[O:7])[CH:4]=2)[NH:1][CH:13]([CH2:14][CH3:15])[CH:35]1[CH3:36])=[O:47])[C:27]1[CH:28]=[CH:29][CH:30]=[CH:31][CH:32]=1, predict the reactants needed to synthesize it. The reactants are: [NH2:1][C:2]1[CH:12]=[CH:11][C:5]([C:6]([O:8][CH2:9][CH3:10])=[O:7])=[CH:4][CH:3]=1.[CH:13](=O)[CH2:14][CH3:15].P(O)(O[C:27]1[CH:32]=[CH:31][CH:30]=[CH:29][CH:28]=1)(O[C:27]1[CH:32]=[CH:31][CH:30]=[CH:29][CH:28]=1)=O.[CH:34](/[NH:37][C:38](=[O:47])[O:39][CH2:40]C1C=CC=CC=1)=[CH:35]\[CH3:36]. (3) Given the product [CH2:1]([NH:17][C:16]1[CH:18]=[CH:19][C:13]([CH2:9][CH2:10][CH2:11][CH3:12])=[CH:14][CH:15]=1)[C:2]1[CH:7]=[CH:6][CH:5]=[CH:4][CH:3]=1, predict the reactants needed to synthesize it. The reactants are: [CH:1](=O)[C:2]1[CH:7]=[CH:6][CH:5]=[CH:4][CH:3]=1.[CH2:9]([C:13]1[CH:19]=[CH:18][C:16]([NH2:17])=[CH:15][CH:14]=1)[CH2:10][CH2:11][CH3:12]. (4) Given the product [Cl:1][C:2]1[N:7]=[C:6]([C:8]2[S:41][C:39]([C:38]([CH3:43])([CH3:42])[CH3:37])=[N:40][C:9]=2[C:11]2[CH:12]=[C:13]([NH:17][S:18]([C:21]3[CH:26]=[C:25]([F:27])[CH:24]=[CH:23][C:22]=3[F:28])(=[O:20])=[O:19])[CH:14]=[CH:15][CH:16]=2)[CH:5]=[CH:4][N:3]=1, predict the reactants needed to synthesize it. The reactants are: [Cl:1][C:2]1[N:7]=[C:6](/[CH:8]=[C:9](/[C:11]2[CH:12]=[C:13]([NH:17][S:18]([C:21]3[CH:26]=[C:25]([F:27])[CH:24]=[CH:23][C:22]=3[F:28])(=[O:20])=[O:19])[CH:14]=[CH:15][CH:16]=2)\O)[CH:5]=[CH:4][N:3]=1.C1C(=O)N(Br)C(=O)C1.[CH3:37][C:38]([CH3:43])([CH3:42])[C:39](=[S:41])[NH2:40].